From a dataset of Full USPTO retrosynthesis dataset with 1.9M reactions from patents (1976-2016). Predict the reactants needed to synthesize the given product. (1) Given the product [CH2:1]([O:5][CH2:6][CH2:7][O:8][C:9]1[CH:14]=[CH:13][C:12]([C:15]2[CH:20]=[CH:19][C:18]([N:21]3[CH2:22][CH2:23][O:24][CH2:25][CH2:26]3)=[C:17](/[CH:27]=[CH:28]/[C:29]([OH:31])=[O:30])[CH:16]=2)=[CH:11][CH:10]=1)[CH2:2][CH2:3][CH3:4], predict the reactants needed to synthesize it. The reactants are: [CH2:1]([O:5][CH2:6][CH2:7][O:8][C:9]1[CH:14]=[CH:13][C:12]([C:15]2[CH:20]=[CH:19][C:18]([N:21]3[CH2:26][CH2:25][O:24][CH2:23][CH2:22]3)=[C:17](/[CH:27]=[CH:28]/[C:29]([O:31]CC)=[O:30])[CH:16]=2)=[CH:11][CH:10]=1)[CH2:2][CH2:3][CH3:4].[OH-].[Na+].Cl. (2) Given the product [C:1]([O:5][C:6](=[O:18])[NH:7][CH2:8][C:9]1[S:10][CH:11]=[C:12]([C:26]2[N:23]3[CH:24]=[CH:25][C:20]([Cl:19])=[CH:21][C:22]3=[N:28][CH:27]=2)[N:13]=1)([CH3:4])([CH3:3])[CH3:2], predict the reactants needed to synthesize it. The reactants are: [C:1]([O:5][C:6](=[O:18])[NH:7][CH2:8][C:9]1[S:10][CH:11]=[C:12]([Sn](C)(C)C)[N:13]=1)([CH3:4])([CH3:3])[CH3:2].[Cl:19][C:20]1[CH:25]=[CH:24][N:23]2[C:26](I)=[CH:27][N:28]=[C:22]2[CH:21]=1.[Li+].[Cl-]. (3) Given the product [Cl:18][CH2:19][C:20]([N:15]1[CH2:14][CH:13]=[C:12]([C:10]2[S:11][C:7]([C:4]3[N:5]=[CH:6][N:2]([CH3:1])[N:3]=3)=[CH:8][CH:9]=2)[CH2:17][CH2:16]1)=[O:21], predict the reactants needed to synthesize it. The reactants are: [CH3:1][N:2]1[CH:6]=[N:5][C:4]([C:7]2[S:11][C:10]([C:12]3[CH2:13][CH2:14][NH:15][CH2:16][CH:17]=3)=[CH:9][CH:8]=2)=[N:3]1.[Cl:18][CH2:19][C:20](Cl)=[O:21].